From a dataset of Forward reaction prediction with 1.9M reactions from USPTO patents (1976-2016). Predict the product of the given reaction. (1) Given the reactants [CH3:1][O:2][C:3]1[CH:4]=[C:5]([CH:31]=[CH:32][C:33]=1[O:34][CH3:35])[CH2:6][CH:7]1[C:16]2[C:11](=[CH:12][C:13]([O:18][CH3:19])=[C:14]([OH:17])[CH:15]=2)[CH2:10][CH2:9][N:8]1[CH2:20][C:21]([NH:23][CH2:24][C:25]1[CH:30]=[CH:29][CH:28]=[CH:27][CH:26]=1)=[O:22].[CH2:36](Br)[CH2:37][CH2:38][CH3:39], predict the reaction product. The product is: [CH3:1][O:2][C:3]1[CH:4]=[C:5]([CH:31]=[CH:32][C:33]=1[O:34][CH3:35])[CH2:6][CH:7]1[C:16]2[C:11](=[CH:12][C:13]([O:18][CH3:19])=[C:14]([O:17][CH2:36][CH2:37][CH2:38][CH3:39])[CH:15]=2)[CH2:10][CH2:9][N:8]1[CH2:20][C:21]([NH:23][CH2:24][C:25]1[CH:30]=[CH:29][CH:28]=[CH:27][CH:26]=1)=[O:22]. (2) Given the reactants [Br:1][C:2]1[CH:3]=[CH:4][C:5]([CH2:20][CH2:21][OH:22])=[C:6]([C:8]([C:10]2[CH:14]=[C:13]([CH:15]3[O:19][CH2:18][CH2:17][O:16]3)[S:12][CH:11]=2)=[O:9])[CH:7]=1.CO.[BH4-].[Na+], predict the reaction product. The product is: [Br:1][C:2]1[CH:3]=[CH:4][C:5]([CH2:20][CH2:21][OH:22])=[C:6]([CH:8]([C:10]2[CH:14]=[C:13]([CH:15]3[O:19][CH2:18][CH2:17][O:16]3)[S:12][CH:11]=2)[OH:9])[CH:7]=1.